Task: Binary Classification. Given a T-cell receptor sequence (or CDR3 region) and an epitope sequence, predict whether binding occurs between them.. Dataset: TCR-epitope binding with 47,182 pairs between 192 epitopes and 23,139 TCRs (1) The TCR CDR3 sequence is CASSQLTSGTDTQYF. The epitope is GILGFVFTL. Result: 0 (the TCR does not bind to the epitope). (2) The epitope is VTEHDTLLY. The TCR CDR3 sequence is CASSLGPGKRETQYF. Result: 0 (the TCR does not bind to the epitope). (3) The epitope is RLQSLQTYV. The TCR CDR3 sequence is CASSQDEYNTGELFF. Result: 1 (the TCR binds to the epitope). (4) The epitope is YYRRATRRIR. The TCR CDR3 sequence is CASSLIQGNNEQFF. Result: 0 (the TCR does not bind to the epitope). (5) The epitope is FLNRFTTTL. The TCR CDR3 sequence is CASSSTGTSADTQYF. Result: 0 (the TCR does not bind to the epitope). (6) The epitope is LLLGIGILV. The TCR CDR3 sequence is CATGQTYEQYF. Result: 1 (the TCR binds to the epitope). (7) The epitope is MPASWVMRI. The TCR CDR3 sequence is CAINQGAGYNEQFF. Result: 0 (the TCR does not bind to the epitope). (8) The epitope is AMFWSVPTV. The TCR CDR3 sequence is CASSFLGQGNGYTF. Result: 0 (the TCR does not bind to the epitope).